This data is from Experimentally validated miRNA-target interactions with 360,000+ pairs, plus equal number of negative samples. The task is: Binary Classification. Given a miRNA mature sequence and a target amino acid sequence, predict their likelihood of interaction. (1) The miRNA is mmu-miR-199a-3p with sequence ACAGUAGUCUGCACAUUGGUUA. The protein sequence of the target gene is MWDLNDAPHQTQREEESEEFCYSSPSKRVGSFSNSSSSAVVIEDGSDDDELNRVRPNNPLVTHQFFPEMDSNGGGVASGFPRAHWFGVKFCQSDLATGSSAGKATNVAAAVVEPAQPLKKSRRGPRSRSSQYRGVTFYRRTGRWESHIWDCGKQVYLGGFDTAHAAARAYDRAAIKFRGVEADINFNIDDYDDDLKQMTNLTKEEFVHVLRRQSTGFPRGSSKYRGVTLHKCGRWEARMGQFLGKKYVYLGLFDTEVEAARAYDKAAIKCNGKDAVTNFDPSIYDEELNAESSGNPTTPQ.... Result: 0 (no interaction). (2) The miRNA is mmu-miR-181a-5p with sequence AACAUUCAACGCUGUCGGUGAGU. The protein sequence of the target gene is MSRAGNRGNTQARWLGTGLLGLFLLPMYLSLEVSVGKATTIYAINGSSILLPCTFSSCYGFENLYFKWSYNNSETSRILIDGIVKNDKSDPKVRVKDDDRITLEGSTKEKTNNISILLSDLEFSDTGRYTCFVRNPKEKDLNNSATIFLQVVDKLEKVDNTVTLIILAVVGGVIGLLVCILLLKKLITFILKKTREKKKECLVSSSGNDNTENGLPGSKAEEKPPTKV. Result: 1 (interaction). (3) The miRNA is mmu-miR-25-3p with sequence CAUUGCACUUGUCUCGGUCUGA. The protein sequence of the target gene is MNQELLSVGSKRRRTGGSLRGNASSSQVDEGQMNRVVEEDPQQQARHQEEEHTARNGELVGANPRPGDQNDTQQGQVEENNNRFISVDEDSSGNQEEQEEDEEHAGEQEEEEEEEEEEEEMDQESDDFDPSDDSSREDEHTHNSNVTNCSSVSDLPAHQLSSPFYTKTTKMKRKLDHGSEVRSFSLGKKPCKVSDYTSTTGLVPCSATPTTFGDLRAANGQGQQRRRITSVQPPTGLQEWLKMFQSWSGPEKLLALDELIDSCEPTQVKHMMQVIEPQFQRDFISLLPKELALYVLSFLE.... Result: 1 (interaction). (4) The miRNA is hsa-miR-942-3p with sequence CACAUGGCCGAAACAGAGAAGU. The protein sequence of the target gene is MASVPAEAETRQRLLRTVKKEVKQIMEEAVTRKFVHEDSSHIISFCAAVEACVLHGLRRRAAGFLRSNKIAALFMKVGKGFPPAEELSRKVQELEQLIESARNQIQGLQENVRKLPKLPNLSPLAIKHLWIRTALFGRVLDKIVHYLVENSSKYYEKEALLMDPVDGPILASLLVGPCALEYTKMKTADHFWTDPSADELVQRHRIHSSHLRQDSPTKRPALCIQKRHSSGSMDDRPSISARDYVESLHQDSRATLLYGKNNVLVQPRDDMEAVPGYLSLHQTADVMTLKWTPNQLMNGS.... Result: 0 (no interaction).